The task is: Predict the reaction yield, written as a fraction of the theoretical maximum amount of product (1.0 means a 100% yield; for example, 0.34 means a 34% yield).. This data is from Reaction yield outcomes from USPTO patents with 853,638 reactions. The reactants are Br[C:2]1[CH:7]=[C:6]([CH:8]([CH3:10])[CH3:9])[CH:5]=[CH:4][C:3]=1[NH2:11].[C:12]1(B(O)O)[CH2:17][CH2:16][CH2:15][CH2:14][CH:13]=1.C([O-])([O-])=O.[Na+].[Na+].CCOC(C)=O. The catalyst is O1CCOCC1.C1C=CC([P]([Pd]([P](C2C=CC=CC=2)(C2C=CC=CC=2)C2C=CC=CC=2)([P](C2C=CC=CC=2)(C2C=CC=CC=2)C2C=CC=CC=2)[P](C2C=CC=CC=2)(C2C=CC=CC=2)C2C=CC=CC=2)(C2C=CC=CC=2)C2C=CC=CC=2)=CC=1. The product is [C:12]1([C:2]2[CH:7]=[C:6]([CH:8]([CH3:10])[CH3:9])[CH:5]=[CH:4][C:3]=2[NH2:11])[CH2:17][CH2:16][CH2:15][CH2:14][CH:13]=1. The yield is 0.950.